Dataset: Reaction yield outcomes from USPTO patents with 853,638 reactions. Task: Predict the reaction yield, written as a fraction of the theoretical maximum amount of product (1.0 means a 100% yield; for example, 0.34 means a 34% yield). (1) The reactants are [OH:1][C:2]1[C:7]([CH:8]=[O:9])=[CH:6][C:5]([O:10][CH3:11])=[N:4][CH:3]=1.Cl.Cl[CH2:14][C:15]1[C:20]([C:21]2[N:25]([CH:26]([CH3:28])[CH3:27])[N:24]=[CH:23][CH:22]=2)=[N:19][CH:18]=[CH:17][N:16]=1.C([O-])([O-])=O.[K+].[K+]. The catalyst is CN(C=O)C. The product is [CH:26]([N:25]1[C:21]([C:20]2[C:15]([CH2:14][O:1][C:2]3[C:7]([CH:8]=[O:9])=[CH:6][C:5]([O:10][CH3:11])=[N:4][CH:3]=3)=[N:16][CH:17]=[CH:18][N:19]=2)=[CH:22][CH:23]=[N:24]1)([CH3:28])[CH3:27]. The yield is 0.680. (2) The reactants are [C:1]([O:12][CH3:13])(=[O:11])[C:2]1[CH:10]=[CH:9][C:7]([OH:8])=[C:4]([O:5][CH3:6])[CH:3]=1.Br[CH2:15][CH3:16].C([O-])([O-])=O.[K+].[K+]. The catalyst is CN(C=O)C. The product is [CH2:15]([O:8][C:7]1[CH:9]=[CH:10][C:2]([C:1]([O:12][CH3:13])=[O:11])=[CH:3][C:4]=1[O:5][CH3:6])[CH3:16]. The yield is 0.970. (3) The reactants are CC(C)[N:3]=C=NC(C)C.[CH3:10][C:11]1[C:16]([NH:17][C:18]([C:20]2[S:24][C:23]([NH:25][C:26]3[CH:27]=[C:28]([N:33]4[CH2:38][CH2:37][N:36]([CH2:39][CH2:40][OH:41])[CH2:35][CH2:34]4)[N:29]=[C:30]([CH3:32])[N:31]=3)=[N:22][CH:21]=2)=[O:19])=[C:15]([Cl:42])[CH:14]=[CH:13][CH:12]=1.[NH:43](C(OC(C)(C)C)=O)[C@H:44]([C:48]([OH:50])=O)[CH:45]([CH3:47])[CH3:46].C1(C)C=CC(S([O-])(=O)=O)=CC=1.CN(C)C1C=C[NH+]=CC=1. The catalyst is C(Cl)Cl.CN(C=O)C. The product is [CH3:10][C:11]1[C:16]([NH:17][C:18]([C:20]2[S:24][C:23]([NH:25][C:26]3[CH:27]=[C:28]([N:33]4[CH2:38][CH2:37][N:36]([CH2:39][CH2:40][OH:41])[CH2:35][CH2:34]4)[N:29]=[C:30]([CH3:32])[N:31]=3)=[N:22][CH:21]=2)=[O:19])=[C:15]([Cl:42])[CH:14]=[CH:13][CH:12]=1.[NH2:43][C@H:44]([C:48]([NH2:3])=[O:50])[CH:45]([CH3:47])[CH3:46]. The yield is 0.680. (4) The reactants are CN(C=O)C.Br[C:7]1[C:12]([O:13][CH3:14])=[CH:11][C:10]([NH2:15])=[CH:9][C:8]=1[O:16][CH3:17].[C:18]1(B(O)O)[CH:23]=[CH:22][CH:21]=[CH:20][CH:19]=1.P([O-])([O-])([O-])=O.[K+].[K+].[K+]. The catalyst is O.C1C=CC([P]([Pd]([P](C2C=CC=CC=2)(C2C=CC=CC=2)C2C=CC=CC=2)([P](C2C=CC=CC=2)(C2C=CC=CC=2)C2C=CC=CC=2)[P](C2C=CC=CC=2)(C2C=CC=CC=2)C2C=CC=CC=2)(C2C=CC=CC=2)C2C=CC=CC=2)=CC=1. The product is [CH3:17][O:16][C:8]1[CH:9]=[C:10]([NH2:15])[CH:11]=[C:12]([O:13][CH3:14])[C:7]=1[C:18]1[CH:23]=[CH:22][CH:21]=[CH:20][CH:19]=1. The yield is 0.790. (5) The reactants are [C:1]([O:20][CH2:21][C@H:22]([CH2:43][O:44][P:45]([O:48][CH2:49][CH2:50][NH2:51])([OH:47])=[O:46])[O:23][C:24](=[O:42])[CH2:25][CH2:26][CH2:27][CH2:28][CH2:29][CH2:30][CH2:31]/[CH:32]=[CH:33]\[CH2:34][CH2:35][CH2:36][CH2:37][CH2:38][CH2:39][CH2:40][CH3:41])(=[O:19])[CH2:2][CH2:3][CH2:4][CH2:5][CH2:6][CH2:7][CH2:8]/[CH:9]=[CH:10]\[CH2:11][CH2:12][CH2:13][CH2:14][CH2:15][CH2:16][CH2:17][CH3:18].F[P-](F)(F)(F)(F)F.C[N+](C)=C(N(C)C)ON1C2N=CC=CC=2N=N1.[CH3:76]/[C:77](/[CH:89]=[CH:90]/[CH:91]=[C:92](\[CH3:104])/[CH:93]=[CH:94]/[C:95]1[C:100]([CH3:102])([CH3:101])[CH2:99][CH2:98][CH2:97][C:96]=1[CH3:103])=[CH:78]\[CH2:79][O:80][C:81](=[O:88])[CH2:82][CH2:83][CH2:84][C:85](O)=[O:86].C(N(CC)C(C)C)(C)C. The catalyst is C(Cl)(Cl)Cl.CN(C=O)C. The product is [C:1]([O:20][CH2:21][C@@H:22]([O:23][C:24](=[O:42])[CH2:25][CH2:26][CH2:27][CH2:28][CH2:29][CH2:30][CH2:31]/[CH:32]=[CH:33]\[CH2:34][CH2:35][CH2:36][CH2:37][CH2:38][CH2:39][CH2:40][CH3:41])[CH2:43][O:44][P:45]([O:48][CH2:49][CH2:50][NH:51][C:85](=[O:86])[CH2:84][CH2:83][CH2:82][C:81]([O:80][CH2:79]/[CH:78]=[C:77](\[CH3:76])/[CH:89]=[CH:90]/[CH:91]=[C:92](\[CH3:104])/[CH:93]=[CH:94]/[C:95]1[C:100]([CH3:101])([CH3:102])[CH2:99][CH2:98][CH2:97][C:96]=1[CH3:103])=[O:88])([OH:47])=[O:46])(=[O:19])[CH2:2][CH2:3][CH2:4][CH2:5][CH2:6][CH2:7][CH2:8]/[CH:9]=[CH:10]\[CH2:11][CH2:12][CH2:13][CH2:14][CH2:15][CH2:16][CH2:17][CH3:18]. The yield is 0.610.